From a dataset of Full USPTO retrosynthesis dataset with 1.9M reactions from patents (1976-2016). Predict the reactants needed to synthesize the given product. (1) Given the product [CH3:59][O:60][C:61](=[O:64])[CH2:62][NH:63][C:52]([C:37]1[N:38]([C:42]2[CH:47]=[CH:46][C:45]([O:48][CH:49]([CH3:50])[CH3:51])=[CH:44][CH:43]=2)[C:39]2[C:35]([CH:36]=1)=[CH:34][C:33]([O:32][C:31]1[CH:55]=[CH:56][CH:57]=[C:29]([Cl:28])[CH:30]=1)=[CH:41][CH:40]=2)=[O:53], predict the reactants needed to synthesize it. The reactants are: FC1C(O)=C(F)C(F)=C(F)C=1F.C1(N=C=NC2CCCCC2)CCCCC1.[Cl:28][C:29]1[CH:30]=[C:31]([CH:55]=[CH:56][CH:57]=1)[O:32][C:33]1[CH:34]=[C:35]2[C:39](=[CH:40][CH:41]=1)[N:38]([C:42]1[CH:47]=[CH:46][C:45]([O:48][CH:49]([CH3:51])[CH3:50])=[CH:44][CH:43]=1)[C:37]([C:52](O)=[O:53])=[CH:36]2.Cl.[CH3:59][O:60][C:61](=[O:64])[CH2:62][NH2:63].CCN(CC)CC. (2) Given the product [C:22]1([CH:21]([C:28]2[CH:29]=[CH:30][CH:31]=[CH:32][CH:33]=2)[CH2:20][N:5]2[CH2:6][CH2:7][C:3]([CH3:2])([OH:8])[CH2:4]2)[CH:27]=[CH:26][CH:25]=[CH:24][CH:23]=1, predict the reactants needed to synthesize it. The reactants are: Cl.[CH3:2][C:3]1([OH:8])[CH2:7][CH2:6][NH:5][CH2:4]1.C(=O)([O-])[O-].[K+].[K+].CS(O[CH2:20][CH:21]([C:28]1[CH:33]=[CH:32][CH:31]=[CH:30][CH:29]=1)[C:22]1[CH:27]=[CH:26][CH:25]=[CH:24][CH:23]=1)(=O)=O.